From a dataset of Reaction yield outcomes from USPTO patents with 853,638 reactions. Predict the reaction yield, written as a fraction of the theoretical maximum amount of product (1.0 means a 100% yield; for example, 0.34 means a 34% yield). (1) The reactants are [Br:1][C:2]1[C:3]([NH2:8])=[N:4][CH:5]=[CH:6][CH:7]=1.Br[CH2:10][C:11](=O)[CH2:12][CH2:13][C:14]#[C:15][Si:16]([CH3:19])([CH3:18])[CH3:17]. No catalyst specified. The product is [Br:1][C:2]1[C:3]2[N:4]([CH:10]=[C:11]([CH2:12][CH2:13][C:14]#[C:15][Si:16]([CH3:19])([CH3:18])[CH3:17])[N:8]=2)[CH:5]=[CH:6][CH:7]=1. The yield is 0.610. (2) The reactants are [O:1]=[C:2]1[CH2:6][O:5][C:4]([NH:7][C:8]([C:11]2[CH:16]=[CH:15][CH:14]=[CH:13][CH:12]=2)([CH3:10])[CH3:9])=[C:3]1[C:17]([O:19][CH2:20][CH3:21])=[O:18].[NH:22]1[C:30]2[C:25](=[CH:26][CH:27]=[CH:28][N:29]=2)[C:24]([CH:31]=O)=[CH:23]1.N1CCC[C@H]1C(O)=O. The catalyst is C(O)C. The product is [NH:22]1[C:30]2=[N:29][CH:28]=[CH:27][CH:26]=[C:25]2[C:24]([CH:31]=[C:6]2[O:5][C:4]([NH:7][C:8]([C:11]3[CH:16]=[CH:15][CH:14]=[CH:13][CH:12]=3)([CH3:10])[CH3:9])=[C:3]([C:17]([O:19][CH2:20][CH3:21])=[O:18])[C:2]2=[O:1])=[CH:23]1. The yield is 0.260.